Task: Predict the reactants needed to synthesize the given product.. Dataset: Full USPTO retrosynthesis dataset with 1.9M reactions from patents (1976-2016) (1) Given the product [C:1]([O:5][C:6](=[O:26])[CH2:7][CH2:8][N:9]([C:15]1[CH:20]=[CH:19][C:18]([C:21]([F:23])([F:24])[F:22])=[C:17]([Cl:25])[CH:16]=1)[CH2:10][CH2:11][OH:12])([CH3:4])([CH3:2])[CH3:3], predict the reactants needed to synthesize it. The reactants are: [C:1]([O:5][C:6](=[O:26])[CH2:7][CH2:8][N:9]([C:15]1[CH:20]=[CH:19][C:18]([C:21]([F:24])([F:23])[F:22])=[C:17]([Cl:25])[CH:16]=1)[CH2:10][C:11](OC)=[O:12])([CH3:4])([CH3:3])[CH3:2].[Li+].[BH4-]. (2) The reactants are: O/[CH:2]=[CH:3]/[C:4](=[O:12])[CH2:5][C:6]1[CH:11]=[CH:10][CH:9]=[CH:8][CH:7]=1.Cl.[CH3:14][NH:15][CH3:16].C([O-])([O-])=O.[K+].[K+]. Given the product [CH3:14][N:15]([CH3:16])/[CH:2]=[CH:3]/[C:4](=[O:12])[CH2:5][C:6]1[CH:11]=[CH:10][CH:9]=[CH:8][CH:7]=1, predict the reactants needed to synthesize it. (3) Given the product [C:11]([CH2:10][C:9]1[CH:8]=[CH:7][CH:6]=[C:5]([CH2:15][CH2:16][SH:17])[C:4]=1[C:3]([OH:21])=[O:2])([OH:13])=[O:12], predict the reactants needed to synthesize it. The reactants are: C[O:2][C:3](=[O:21])[C:4]1[C:9]([CH2:10][C:11]([O:13]C)=[O:12])=[CH:8][CH:7]=[CH:6][C:5]=1[CH2:15][CH2:16][S:17]C(=O)C.[OH-].[K+]. (4) Given the product [CH2:1]([O:3][C:4](=[O:20])[C:5]1[CH:10]=[C:9]([O:11][C:12]([F:13])([F:15])[F:14])[C:8]([CH:16]=[O:17])=[C:7]([Cl:18])[CH:6]=1)[CH3:2], predict the reactants needed to synthesize it. The reactants are: [CH2:1]([O:3][C:4](=[O:20])[C:5]1[CH:10]=[C:9]([O:11][C:12]([F:15])([F:14])[F:13])[C:8]([CH:16]=[O:17])=[C:7]([Cl:18])[C:6]=1N)[CH3:2].C(OC(=O)C1C=CC(C=O)=C(C(F)(F)F)C=1)C. (5) The reactants are: [C:1](Cl)(=[O:3])[CH3:2].[C:5]([Si:9]([CH3:35])([CH3:34])[O:10][CH2:11][C:12]([C:26]1[CH:31]=[CH:30][C:29]([F:32])=[C:28]([F:33])[CH:27]=1)=[C:13]([C:16]1[CH:21]=[CH:20][C:19]([S:22]([CH3:25])(=[O:24])=[O:23])=[CH:18][CH:17]=1)[CH2:14][OH:15])([CH3:8])([CH3:7])[CH3:6].CCN(CC)CC. Given the product [C:5]([Si:9]([CH3:35])([CH3:34])[O:10][CH2:11][C:12]([C:26]1[CH:31]=[CH:30][C:29]([F:32])=[C:28]([F:33])[CH:27]=1)=[C:13]([C:16]1[CH:21]=[CH:20][C:19]([S:22]([CH3:25])(=[O:24])=[O:23])=[CH:18][CH:17]=1)[CH2:14][O:15][C:1](=[O:3])[CH3:2])([CH3:7])([CH3:6])[CH3:8], predict the reactants needed to synthesize it.